From a dataset of Full USPTO retrosynthesis dataset with 1.9M reactions from patents (1976-2016). Predict the reactants needed to synthesize the given product. The reactants are: [C:1]([O:5][C:6]([N:8]1[CH2:13][CH2:12][N:11]([C:14]2[N:19]=[C:18]([C:20]3[C:28]4[C:23](=[CH:24][N:25]=[C:26]([CH:29](C(OCC)=O)[C:30]([O:32]CC)=[O:31])[CH:27]=4)[N:22]([CH:40]4[CH2:45][CH2:44][CH2:43][CH2:42][O:41]4)[N:21]=3)[CH:17]=[CH:16][CH:15]=2)[CH2:10][CH2:9]1)=[O:7])([CH3:4])([CH3:3])[CH3:2].[Li+].[OH-].Cl. Given the product [C:1]([O:5][C:6]([N:8]1[CH2:9][CH2:10][N:11]([C:14]2[N:19]=[C:18]([C:20]3[C:28]4[C:23](=[CH:24][N:25]=[C:26]([CH2:29][C:30]([OH:32])=[O:31])[CH:27]=4)[N:22]([CH:40]4[CH2:45][CH2:44][CH2:43][CH2:42][O:41]4)[N:21]=3)[CH:17]=[CH:16][CH:15]=2)[CH2:12][CH2:13]1)=[O:7])([CH3:4])([CH3:2])[CH3:3], predict the reactants needed to synthesize it.